From a dataset of NCI-60 drug combinations with 297,098 pairs across 59 cell lines. Regression. Given two drug SMILES strings and cell line genomic features, predict the synergy score measuring deviation from expected non-interaction effect. (1) Drug 1: CC(C1=C(C=CC(=C1Cl)F)Cl)OC2=C(N=CC(=C2)C3=CN(N=C3)C4CCNCC4)N. Drug 2: CN(CC1=CN=C2C(=N1)C(=NC(=N2)N)N)C3=CC=C(C=C3)C(=O)NC(CCC(=O)O)C(=O)O. Cell line: SK-MEL-2. Synergy scores: CSS=14.9, Synergy_ZIP=-3.27, Synergy_Bliss=0.755, Synergy_Loewe=-7.16, Synergy_HSA=-3.48. (2) Drug 1: COC1=C(C=C2C(=C1)N=CN=C2NC3=CC(=C(C=C3)F)Cl)OCCCN4CCOCC4. Drug 2: C1=NNC2=C1C(=O)NC=N2. Cell line: NCI-H522. Synergy scores: CSS=36.7, Synergy_ZIP=-0.948, Synergy_Bliss=0.233, Synergy_Loewe=-4.28, Synergy_HSA=2.92. (3) Drug 1: C1=C(C(=O)NC(=O)N1)N(CCCl)CCCl. Drug 2: C1C(C(OC1N2C=NC(=NC2=O)N)CO)O. Cell line: MCF7. Synergy scores: CSS=29.2, Synergy_ZIP=-3.64, Synergy_Bliss=-1.21, Synergy_Loewe=2.98, Synergy_HSA=4.28. (4) Drug 1: CC1C(C(CC(O1)OC2CC(CC3=C2C(=C4C(=C3O)C(=O)C5=C(C4=O)C(=CC=C5)OC)O)(C(=O)C)O)N)O.Cl. Drug 2: COC1=NC(=NC2=C1N=CN2C3C(C(C(O3)CO)O)O)N. Cell line: DU-145. Synergy scores: CSS=1.65, Synergy_ZIP=1.24, Synergy_Bliss=4.92, Synergy_Loewe=-18.3, Synergy_HSA=3.14. (5) Synergy scores: CSS=31.5, Synergy_ZIP=-2.54, Synergy_Bliss=2.88, Synergy_Loewe=0.518, Synergy_HSA=3.44. Drug 2: C1=CC=C(C=C1)NC(=O)CCCCCCC(=O)NO. Cell line: SK-MEL-5. Drug 1: C1=CC(=CC=C1CCC2=CNC3=C2C(=O)NC(=N3)N)C(=O)NC(CCC(=O)O)C(=O)O. (6) Drug 1: C1=CC(=C2C(=C1NCCNCCO)C(=O)C3=C(C=CC(=C3C2=O)O)O)NCCNCCO. Drug 2: CC1=C(N=C(N=C1N)C(CC(=O)N)NCC(C(=O)N)N)C(=O)NC(C(C2=CN=CN2)OC3C(C(C(C(O3)CO)O)O)OC4C(C(C(C(O4)CO)O)OC(=O)N)O)C(=O)NC(C)C(C(C)C(=O)NC(C(C)O)C(=O)NCCC5=NC(=CS5)C6=NC(=CS6)C(=O)NCCC[S+](C)C)O. Cell line: SF-539. Synergy scores: CSS=46.9, Synergy_ZIP=4.90, Synergy_Bliss=5.82, Synergy_Loewe=1.75, Synergy_HSA=8.31. (7) Drug 1: CN(C)N=NC1=C(NC=N1)C(=O)N. Drug 2: C1CN1P(=S)(N2CC2)N3CC3. Cell line: HS 578T. Synergy scores: CSS=12.0, Synergy_ZIP=-3.06, Synergy_Bliss=-1.17, Synergy_Loewe=-7.53, Synergy_HSA=-1.33. (8) Drug 1: CC(CN1CC(=O)NC(=O)C1)N2CC(=O)NC(=O)C2. Drug 2: C1CCC(CC1)NC(=O)N(CCCl)N=O. Cell line: SF-295. Synergy scores: CSS=52.6, Synergy_ZIP=-6.72, Synergy_Bliss=-2.10, Synergy_Loewe=0.0871, Synergy_HSA=3.54. (9) Drug 1: C#CCC(CC1=CN=C2C(=N1)C(=NC(=N2)N)N)C3=CC=C(C=C3)C(=O)NC(CCC(=O)O)C(=O)O. Drug 2: C1CCC(C(C1)N)N.C(=O)(C(=O)[O-])[O-].[Pt+4]. Cell line: CAKI-1. Synergy scores: CSS=5.14, Synergy_ZIP=-3.60, Synergy_Bliss=-0.605, Synergy_Loewe=-9.95, Synergy_HSA=-9.19. (10) Drug 1: C1CCC(C1)C(CC#N)N2C=C(C=N2)C3=C4C=CNC4=NC=N3. Drug 2: C1=CC(=CC=C1CC(C(=O)O)N)N(CCCl)CCCl.Cl. Cell line: HS 578T. Synergy scores: CSS=6.20, Synergy_ZIP=6.34, Synergy_Bliss=10.1, Synergy_Loewe=0.231, Synergy_HSA=4.07.